From a dataset of Catalyst prediction with 721,799 reactions and 888 catalyst types from USPTO. Predict which catalyst facilitates the given reaction. (1) Reactant: [CH2:1]([O:8][CH2:9][N:10]1[C:15]([Cl:16])=[CH:14][C:13](=[O:17])[NH:12][C:11]1=[O:18])[C:2]1[CH:7]=[CH:6][CH:5]=[CH:4][CH:3]=1.O[CH2:20][CH:21]1[CH2:26][CH2:25][N:24]([C:27]([O:29][C:30]([CH3:33])([CH3:32])[CH3:31])=[O:28])[CH2:23][CH2:22]1.C1(P(C2C=CC=CC=2)C2C=CC=CC=2)C=CC=CC=1.N(C(OCC)=O)=NC(OCC)=O. Product: [CH2:1]([O:8][CH2:9][N:10]1[C:15]([Cl:16])=[CH:14][C:13](=[O:17])[N:12]([CH2:20][CH:21]2[CH2:26][CH2:25][N:24]([C:27]([O:29][C:30]([CH3:31])([CH3:33])[CH3:32])=[O:28])[CH2:23][CH2:22]2)[C:11]1=[O:18])[C:2]1[CH:7]=[CH:6][CH:5]=[CH:4][CH:3]=1. The catalyst class is: 7. (2) Reactant: Cl[C:2]1[CH:7]=[C:6]([CH3:8])[CH:5]=[CH:4][C:3]=1[N+:9]([O-:11])=[O:10].[CH2:12]([NH2:15])[CH2:13][CH3:14]. Product: [CH3:8][C:6]1[CH:5]=[CH:4][C:3]([N+:9]([O-:11])=[O:10])=[C:2]([NH:15][CH2:12][CH2:13][CH3:14])[CH:7]=1. The catalyst class is: 88.